Dataset: Catalyst prediction with 721,799 reactions and 888 catalyst types from USPTO. Task: Predict which catalyst facilitates the given reaction. (1) Reactant: [Cl:1][C:2]1[N:10]=[C:9]2[C:5]([N:6]=[CH:7][N:8]2[CH:11]2[CH2:15][CH2:14][S:13][CH2:12]2)=[C:4](Cl)[N:3]=1.C(O)CCC.[NH2:22][C:23]1[CH:28]=[CH:27][CH:26]=[CH:25][CH:24]=1. Product: [Cl:1][C:2]1[N:10]=[C:9]2[C:5]([N:6]=[CH:7][N:8]2[CH:11]2[CH2:15][CH2:14][S:13][CH2:12]2)=[C:4]([NH:22][C:23]2[CH:28]=[CH:27][CH:26]=[CH:25][CH:24]=2)[N:3]=1. The catalyst class is: 32. (2) Reactant: [NH2:1][C:2]1[N:3]=[C:4]([NH2:21])[C:5]2[C:11]([CH3:12])=[C:10]([CH2:13][C:14]3[CH:19]=[CH:18][CH:17]=[CH:16][CH:15]=3)[C:9](Cl)=[N:8][C:6]=2[N:7]=1.[CH3:22][O:23][C:24]1[CH:25]=[C:26]([CH:30]=[C:31]([O:33][CH3:34])[CH:32]=1)[CH2:27][CH2:28][NH2:29]. Product: [NH2:1][C:2]1[N:3]=[C:4]([NH2:21])[C:5]2[C:11]([CH3:12])=[C:10]([CH2:13][C:14]3[CH:19]=[CH:18][CH:17]=[CH:16][CH:15]=3)[C:9]([NH:29][CH2:28][CH2:27][C:26]3[CH:30]=[C:31]([O:33][CH3:34])[CH:32]=[C:24]([O:23][CH3:22])[CH:25]=3)=[N:8][C:6]=2[N:7]=1. The catalyst class is: 16.